This data is from Forward reaction prediction with 1.9M reactions from USPTO patents (1976-2016). The task is: Predict the product of the given reaction. (1) Given the reactants C(O[C:6]([N:8]1[CH2:12][C:11](=[N:13][O:14][CH3:15])[CH2:10][C@H:9]1[C:16]([OH:18])=O)=[O:7])(C)(C)C.[CH3:19][C:20]1[CH:25]=[CH:24][CH:23]=[C:22]([CH3:26])[C:21]=1[C:27]1[CH:32]=[CH:31][C:30](C(O)=O)=[CH:29][CH:28]=1.[NH2:36][CH2:37][CH2:38][C:39]([NH2:41])=[O:40], predict the reaction product. The product is: [NH2:41][C:39](=[O:40])[CH2:38][CH2:37][NH:36][C:16]([C@@H:9]1[CH2:10][C:11](=[N:13][O:14][CH3:15])[CH2:12][N:8]1[C:6]([C:30]1[CH:29]=[CH:28][C:27]([C:21]2[C:22]([CH3:26])=[CH:23][CH:24]=[CH:25][C:20]=2[CH3:19])=[CH:32][CH:31]=1)=[O:7])=[O:18]. (2) Given the reactants [CH2:1]([C:5]1[CH:10]=[CH:9][C:8]([C:11]#[C:12][C:13]2[CH:20]=[CH:19][C:16]([CH:17]=O)=[CH:15][CH:14]=2)=[CH:7][CH:6]=1)[CH2:2][CH2:3][CH3:4].[Cl:21][C:22]1[CH:27]=[CH:26][C:25]([CH2:28][CH2:29][NH2:30])=[CH:24][CH:23]=1.[BH4-].[Na+].[Na+].[Cl-], predict the reaction product. The product is: [CH2:1]([C:5]1[CH:10]=[CH:9][C:8]([C:11]#[C:12][C:13]2[CH:20]=[CH:19][C:16]([CH2:17][NH:30][CH2:29][CH2:28][C:25]3[CH:26]=[CH:27][C:22]([Cl:21])=[CH:23][CH:24]=3)=[CH:15][CH:14]=2)=[CH:7][CH:6]=1)[CH2:2][CH2:3][CH3:4].